Dataset: Full USPTO retrosynthesis dataset with 1.9M reactions from patents (1976-2016). Task: Predict the reactants needed to synthesize the given product. (1) Given the product [CH3:15][N:14]([CH3:16])[C:12]1[C:11]([C:17]([F:19])([F:20])[F:18])=[CH:10][C:9]2[NH:21][C:22](=[O:38])[CH2:23][C:24]([C:25]3[CH:30]=[CH:29][CH:28]=[C:27]([C:31]4[CH:32]=[N:33][CH:34]=[N:35][CH:36]=4)[CH:26]=3)=[N:7][C:8]=2[CH:13]=1, predict the reactants needed to synthesize it. The reactants are: C(OC(=O)[NH:7][C:8]1[CH:13]=[C:12]([N:14]([CH3:16])[CH3:15])[C:11]([C:17]([F:20])([F:19])[F:18])=[CH:10][C:9]=1[NH:21][C:22](=[O:38])[CH2:23][C:24](=O)[C:25]1[CH:30]=[CH:29][CH:28]=[C:27]([C:31]2[CH:32]=[N:33][CH:34]=[N:35][CH:36]=2)[CH:26]=1)(C)(C)C.C(O)(C(F)(F)F)=O. (2) Given the product [CH3:25][O:24][C:22]1[CH:23]=[C:18]([C:15]2[CH:16]=[CH:17][C:12]([C:10]3[O:11][C:7]4[CH:6]=[CH:5][C:4]([NH2:1])=[CH:30][C:8]=4[N:9]=3)=[CH:13][CH:14]=2)[CH:19]=[C:20]([O:28][CH3:29])[C:21]=1[O:26][CH3:27], predict the reactants needed to synthesize it. The reactants are: [N+:1]([C:4]1[CH:5]=[CH:6][C:7]2[O:11][C:10]([C:12]3[CH:17]=[CH:16][C:15]([C:18]4[CH:23]=[C:22]([O:24][CH3:25])[C:21]([O:26][CH3:27])=[C:20]([O:28][CH3:29])[CH:19]=4)=[CH:14][CH:13]=3)=[N:9][C:8]=2[CH:30]=1)([O-])=O.C(OCC)(=O)C. (3) Given the product [CH2:9]([O:8][C:6](=[O:7])[CH2:5][O:4][C:3]1[CH:11]=[CH:12][C:13]([S:16]([Cl:15])(=[O:18])=[O:17])=[CH:14][C:2]=1[CH3:1])[CH3:10], predict the reactants needed to synthesize it. The reactants are: [CH3:1][C:2]1[CH:14]=[CH:13][CH:12]=[CH:11][C:3]=1[O:4][CH2:5][C:6]([O:8][CH2:9][CH3:10])=[O:7].[Cl:15][S:16](O)(=[O:18])=[O:17]. (4) The reactants are: Cl[C:2]1[C:12]([C:13]#[N:14])=[CH:11][C:5]([C:6]([O:8][CH2:9][CH3:10])=[O:7])=[C:4]([CH:15]([CH3:17])[CH3:16])[N:3]=1.Cl.[CH2:19]([S:26]([NH:29][C:30]([CH:32]1[CH2:37][CH2:36][NH:35][CH2:34][CH2:33]1)=[O:31])(=[O:28])=[O:27])[C:20]1[CH:25]=[CH:24][CH:23]=[CH:22][CH:21]=1.CCN(C(C)C)C(C)C.CO. Given the product [CH2:9]([O:8][C:6](=[O:7])[C:5]1[CH:11]=[C:12]([C:13]#[N:14])[C:2]([N:35]2[CH2:36][CH2:37][CH:32]([C:30]([NH:29][S:26]([CH2:19][C:20]3[CH:21]=[CH:22][CH:23]=[CH:24][CH:25]=3)(=[O:28])=[O:27])=[O:31])[CH2:33][CH2:34]2)=[N:3][C:4]=1[CH:15]([CH3:17])[CH3:16])[CH3:10], predict the reactants needed to synthesize it. (5) Given the product [C:25]([O:28][C:29](=[O:30])[NH:17][CH2:16][CH2:15][C:13]1[N:14]=[C:9]2[C:8]([C:18]([F:19])([F:21])[F:20])=[CH:7][C:6]([C:3]3[CH:4]=[CH:5][O:1][CH:2]=3)=[CH:11][N:10]2[CH:12]=1)([CH3:27])([CH3:26])[CH3:24], predict the reactants needed to synthesize it. The reactants are: [O:1]1[CH:5]=[CH:4][C:3]([C:6]2[CH:7]=[C:8]([C:18]([F:21])([F:20])[F:19])[C:9]3[N:10]([CH:12]=[C:13]([CH2:15][C:16]#[N:17])[N:14]=3)[CH:11]=2)=[CH:2]1.[BH4-].[Na+].[CH3:24][C:25]([O:28][C:29](O[C:29]([O:28][C:25]([CH3:27])([CH3:26])[CH3:24])=[O:30])=[O:30])([CH3:27])[CH3:26].